From a dataset of Experimentally validated miRNA-target interactions with 360,000+ pairs, plus equal number of negative samples. Binary Classification. Given a miRNA mature sequence and a target amino acid sequence, predict their likelihood of interaction. The miRNA is hsa-miR-1277-3p with sequence UACGUAGAUAUAUAUGUAUUUU. The protein sequence of the target gene is MWRSRWDASVLKAEALALLPCGLGMAFSQSHVMAARRHQHSRLIIEVDEYSSNPTQAFTFYNINQGRFQPPHVQMVDPVPHDAPKPPGYTRFVCVSDTHSRTDPIQMPYGDVLIHAGDFTELGLPSEVKKFNEWLGSLPYEYKIVIAGNHELTFDQEFMADLIKQDFYYFPSVSKLKPENYENVQSLLTNCIYLQDSEVTVRGFRIYGSPWQPWFYGWGFNLPRGQALLEKWNLIPEGVDILITHGPPLGFLDWVPKKMQRVGCVELLNTVQRRVQPRLHVFGHIHEGYGVMADGTTTYV.... Result: 0 (no interaction).